This data is from Forward reaction prediction with 1.9M reactions from USPTO patents (1976-2016). The task is: Predict the product of the given reaction. (1) Given the reactants [Cl:1][C:2]1[CH:3]=[C:4]([C:8]([N+:11]([O-:13])=[O:12])=[CH:9][N:10]=1)[C:5]([OH:7])=[O:6].C(OC(O[C:17]([CH3:20])([CH3:19])[CH3:18])=O)(O[C:17]([CH3:20])([CH3:19])[CH3:18])=O.C(O)(C)(C)C, predict the reaction product. The product is: [Cl:1][C:2]1[CH:3]=[C:4]([C:8]([N+:11]([O-:13])=[O:12])=[CH:9][N:10]=1)[C:5]([O:7][C:17]([CH3:20])([CH3:19])[CH3:18])=[O:6]. (2) Given the reactants [Cl:1][C:2]1[N:3]=[C:4]([C:9]2[CH:10]=[N:11][CH:12]=[CH:13][CH:14]=2)[S:5][C:6]=1[NH:7][CH3:8].N1C=CC=CC=1.[CH3:21][CH:22]([CH2:26][S:27][CH3:28])[C:23](Cl)=[O:24], predict the reaction product. The product is: [Cl:1][C:2]1[N:3]=[C:4]([C:9]2[CH:10]=[N:11][CH:12]=[CH:13][CH:14]=2)[S:5][C:6]=1[N:7]([CH3:8])[C:23](=[O:24])[CH:22]([CH3:21])[CH2:26][S:27][CH3:28].